This data is from Reaction yield outcomes from USPTO patents with 853,638 reactions. The task is: Predict the reaction yield, written as a fraction of the theoretical maximum amount of product (1.0 means a 100% yield; for example, 0.34 means a 34% yield). (1) The reactants are [OH:1][CH2:2][C@H:3]1[N:13]2[C:14]3[N:5]([C:6](=[O:16])[CH:7]=[N:8][C:9]=3[CH:10]=[CH:11][C:12]2=[O:15])[CH2:4]1.C(N(CC)CC)C.[CH3:24][S:25](Cl)(=[O:27])=[O:26]. The catalyst is C(Cl)Cl. The product is [CH3:24][S:25]([O:1][CH2:2][C@H:3]1[N:13]2[C:14]3[N:5]([C:6](=[O:16])[CH:7]=[N:8][C:9]=3[CH:10]=[CH:11][C:12]2=[O:15])[CH2:4]1)(=[O:27])=[O:26]. The yield is 0.900. (2) The reactants are [NH2:1][C:2]1[NH:3][C:4](=[O:15])[C:5]2[C:13]3[C:8](=[CH:9][CH:10]=[CH:11][CH:12]=3)[NH:7][C:6]=2[N:14]=1.[CH3:16][C:17]([CH3:28])([CH3:27])[C:18](O[C:18](=[O:19])[C:17]([CH3:28])([CH3:27])[CH3:16])=[O:19].C(N(CC)CC)C.C(Cl)(Cl)Cl. The catalyst is CN(C1C=CN=CC=1)C.CN(C=O)C.CO. The product is [CH3:16][C:17]([CH3:28])([CH3:27])[C:18]([NH:1][C:2]1[NH:3][C:4](=[O:15])[C:5]2[C:13]3[C:8](=[CH:9][CH:10]=[CH:11][CH:12]=3)[NH:7][C:6]=2[N:14]=1)=[O:19]. The yield is 0.730.